From a dataset of Full USPTO retrosynthesis dataset with 1.9M reactions from patents (1976-2016). Predict the reactants needed to synthesize the given product. Given the product [Br:1][C:2]1[CH:3]=[C:4]([CH2:5][OH:6])[CH:7]=[CH:8][C:9]=1[F:10], predict the reactants needed to synthesize it. The reactants are: [Br:1][C:2]1[CH:3]=[C:4]([CH:7]=[CH:8][C:9]=1[F:10])[CH:5]=[O:6].[BH4-].[Na+].O.